The task is: Predict the reaction yield, written as a fraction of the theoretical maximum amount of product (1.0 means a 100% yield; for example, 0.34 means a 34% yield).. This data is from Reaction yield outcomes from USPTO patents with 853,638 reactions. The catalyst is C1COCC1. The product is [CH3:14][C@H:13]([CH2:6][CH2:7][CH3:8])[CH2:12][C:11]([N:16]1[C@H:20]([C:21]2[CH:22]=[CH:23][CH:24]=[CH:25][CH:26]=2)[CH2:19][O:18][C:17]1=[O:27])=[O:15]. The yield is 1.00. The reactants are CCOCC.[CH2:6]([Mg]Cl)[CH2:7][CH3:8].[C:11]([N:16]1[C@H:20]([C:21]2[CH:26]=[CH:25][CH:24]=[CH:23][CH:22]=2)[CH2:19][O:18][C:17]1=[O:27])(=[O:15])[CH:12]=[CH:13][CH3:14].